From a dataset of NCI-60 drug combinations with 297,098 pairs across 59 cell lines. Regression. Given two drug SMILES strings and cell line genomic features, predict the synergy score measuring deviation from expected non-interaction effect. (1) Drug 1: C1C(C(OC1N2C=C(C(=O)NC2=O)F)CO)O. Drug 2: CC1C(C(CC(O1)OC2CC(CC3=C2C(=C4C(=C3O)C(=O)C5=CC=CC=C5C4=O)O)(C(=O)C)O)N)O. Cell line: UACC62. Synergy scores: CSS=69.2, Synergy_ZIP=-7.27, Synergy_Bliss=-7.89, Synergy_Loewe=-2.53, Synergy_HSA=-1.41. (2) Drug 1: CC1C(C(CC(O1)OC2CC(CC3=C2C(=C4C(=C3O)C(=O)C5=C(C4=O)C(=CC=C5)OC)O)(C(=O)C)O)N)O.Cl. Drug 2: CC12CCC3C(C1CCC2OP(=O)(O)O)CCC4=C3C=CC(=C4)OC(=O)N(CCCl)CCCl.[Na+]. Cell line: MDA-MB-435. Synergy scores: CSS=4.99, Synergy_ZIP=-1.63, Synergy_Bliss=-2.38, Synergy_Loewe=-10.5, Synergy_HSA=-4.48. (3) Drug 1: CC1=C(C(CCC1)(C)C)C=CC(=CC=CC(=CC(=O)O)C)C. Drug 2: C1=CN(C=N1)CC(O)(P(=O)(O)O)P(=O)(O)O. Cell line: HCC-2998. Synergy scores: CSS=2.38, Synergy_ZIP=-0.983, Synergy_Bliss=-3.21, Synergy_Loewe=-2.45, Synergy_HSA=-3.24. (4) Drug 1: CC1C(C(CC(O1)OC2CC(CC3=C2C(=C4C(=C3O)C(=O)C5=C(C4=O)C(=CC=C5)OC)O)(C(=O)CO)O)N)O.Cl. Drug 2: CC1OCC2C(O1)C(C(C(O2)OC3C4COC(=O)C4C(C5=CC6=C(C=C35)OCO6)C7=CC(=C(C(=C7)OC)O)OC)O)O. Cell line: CAKI-1. Synergy scores: CSS=27.0, Synergy_ZIP=-2.66, Synergy_Bliss=3.47, Synergy_Loewe=-0.691, Synergy_HSA=4.07. (5) Drug 1: CCCCC(=O)OCC(=O)C1(CC(C2=C(C1)C(=C3C(=C2O)C(=O)C4=C(C3=O)C=CC=C4OC)O)OC5CC(C(C(O5)C)O)NC(=O)C(F)(F)F)O. Drug 2: C(CC(=O)O)C(=O)CN.Cl. Cell line: SNB-75. Synergy scores: CSS=60.2, Synergy_ZIP=-0.0957, Synergy_Bliss=-0.610, Synergy_Loewe=-17.4, Synergy_HSA=0.469.